Dataset: Experimentally validated miRNA-target interactions with 360,000+ pairs, plus equal number of negative samples. Task: Binary Classification. Given a miRNA mature sequence and a target amino acid sequence, predict their likelihood of interaction. (1) The miRNA is hsa-miR-3119 with sequence UGGCUUUUAACUUUGAUGGC. The protein sequence of the target gene is MGIKTALPAAELGLYSLVLSGALAYAGRGLLEASQDGAHRKAFRESVRPGWEYIGRKMDVADFEWVMWFTSFRNVIIFALSGHVLFAKLCTMVAPKLRSWMYAVYGALAVMGTMGPWYLLLLLGHCVGLYVASLLGQPWLCLGLGLASLASFKMDPLISWQSGFVTGTFDLQEVLFHGGSSFTVLRCTSFALESCAHPDRHYSLADLLKYNFYLPFFFFGPIMTFDRFHAQVSQVEPVRREGELWHIRAQAGLSVVAIMAVDIFFHFFYILTIPSDLKFANRLPDSALAGLAYSNLVYDW.... Result: 0 (no interaction). (2) The miRNA is hsa-miR-574-5p with sequence UGAGUGUGUGUGUGUGAGUGUGU. The protein sequence of the target gene is MSEPQPRGAERDLYRDTWVRYLGYANEVGEAFRSLVPAAVVWLSYGVASSYVLADAIDKGKKAGEVPSPEAGRSARVTVAVVDTFVWQALASVAIPGFTINRVCAASLYVLGTATRWPLAVRKWTTTALGLLTIPIIIHPIDRSVDFLLDSSLRKLYPTVGKPSSS. Result: 0 (no interaction).